Dataset: Full USPTO retrosynthesis dataset with 1.9M reactions from patents (1976-2016). Task: Predict the reactants needed to synthesize the given product. (1) Given the product [CH3:1][N:2]1[C:6]2[CH:7]=[C:8]([CH:11]([P:27](=[O:35])([O:28][C:29]3[CH:34]=[CH:33][CH:32]=[CH:31][CH:30]=3)[O:26][C:20]3[CH:21]=[CH:22][CH:23]=[CH:24][CH:25]=3)[NH:13][C:14]3[CH:19]=[CH:18][CH:17]=[CH:16][CH:15]=3)[CH:9]=[CH:10][C:5]=2[N:4]=[CH:3]1, predict the reactants needed to synthesize it. The reactants are: [CH3:1][N:2]1[C:6]2[CH:7]=[C:8]([CH:11]=O)[CH:9]=[CH:10][C:5]=2[N:4]=[CH:3]1.[NH2:13][C:14]1[CH:19]=[CH:18][CH:17]=[CH:16][CH:15]=1.[C:20]1([O:26][P:27]([O-:35])[O:28][C:29]2[CH:34]=[CH:33][CH:32]=[CH:31][CH:30]=2)[CH:25]=[CH:24][CH:23]=[CH:22][CH:21]=1.C1(OP(C(C2C=CC=C(C)N=2)NC2C=CC=CC=2)(=O)OC2C=CC=CC=2)C=CC=CC=1. (2) Given the product [C:21]12([O:20][CH2:19][CH2:18][O:17][CH2:16][CH2:15][O:14][CH2:13][CH2:12][O:11][CH2:10][CH2:9][NH2:6])[CH2:22][CH:23]3[CH2:24][CH:25]([CH2:26][CH:27]([CH2:29]3)[CH2:28]1)[CH2:30]2, predict the reactants needed to synthesize it. The reactants are: C1COCC1.[N:6]([CH2:9][CH2:10][O:11][CH2:12][CH2:13][O:14][CH2:15][CH2:16][O:17][CH2:18][CH2:19][O:20][C:21]12[CH2:30][CH:25]3[CH2:26][CH:27]([CH2:29][CH:23]([CH2:24]3)[CH2:22]1)[CH2:28]2)=[N+]=[N-].C1(P(C2C=CC=CC=2)C2C=CC=CC=2)C=CC=CC=1.